This data is from Full USPTO retrosynthesis dataset with 1.9M reactions from patents (1976-2016). The task is: Predict the reactants needed to synthesize the given product. (1) Given the product [C:23]([OH:30])(=[O:29])/[CH:24]=[CH:25]/[C:26]([OH:28])=[O:27].[C:1]1([C:7]2[S:11][C:10]([O:12][C@H:13]3[CH:20]4[CH2:21][N:16]5[CH2:17][CH:18]([CH2:22][CH:14]3[CH2:15]5)[CH2:19]4)=[N:9][N:8]=2)[CH:2]=[CH:3][CH:4]=[CH:5][CH:6]=1, predict the reactants needed to synthesize it. The reactants are: [C:1]1([C:7]2[S:11][C:10]([O:12][C@H:13]3[CH:20]4[CH2:21][N:16]5[CH2:17][CH:18]([CH2:22][CH:14]3[CH2:15]5)[CH2:19]4)=[N:9][N:8]=2)[CH:6]=[CH:5][CH:4]=[CH:3][CH:2]=1.[C:23]([OH:30])(=[O:29])/[CH:24]=[CH:25]/[C:26]([OH:28])=[O:27]. (2) Given the product [C:19]([O:5][CH2:4][CH2:3][N:2]([CH3:1])[C:6]1[CH:11]=[CH:10][CH:9]=[CH:8][CH:7]=1)(=[O:22])[CH2:20][CH3:21], predict the reactants needed to synthesize it. The reactants are: [CH3:1][N:2]([C:6]1[CH:11]=[CH:10][CH:9]=[CH:8][CH:7]=1)[CH2:3][CH2:4][OH:5].C(N(CC)CC)C.[C:19](Cl)(=[O:22])[CH2:20][CH3:21]. (3) Given the product [NH:27]([C:40]([O:42][CH2:43][C:44]1[CH:49]=[CH:48][CH:47]=[CH:46][CH:45]=1)=[O:41])[C@H:28]([C:37]([NH:1][C@H:2]([C:7]([N:9]1[CH2:19][CH2:18][CH2:17][C@H:10]1[C:11]([O:13][CH2:14][CH:15]=[CH2:16])=[O:12])=[O:8])[C:3]([CH3:5])([CH3:6])[CH3:4])=[O:38])[CH2:29][C:30](=[O:36])[O:31][C:32]([CH3:33])([CH3:35])[CH3:34], predict the reactants needed to synthesize it. The reactants are: [NH2:1][C@H:2]([C:7]([N:9]1[CH2:19][CH2:18][CH2:17][C@H:10]1[C:11]([O:13][CH2:14][CH:15]=[CH2:16])=[O:12])=[O:8])[C:3]([CH3:6])([CH3:5])[CH3:4].FC(C(O)=O)(F)F.[NH:27]([C:40]([O:42][CH2:43][C:44]1[CH:49]=[CH:48][CH:47]=[CH:46][CH:45]=1)=[O:41])[C@H:28]([C:37](O)=[O:38])[CH2:29][C:30](=[O:36])[O:31][C:32]([CH3:35])([CH3:34])[CH3:33]. (4) Given the product [CH2:23]([N:12]1[CH:11]=[C:10]2[C:14]([CH:15]=[C:16]([C:18]([O:20][CH2:21][CH3:22])=[O:19])[CH:17]=[C:9]2[O:8][C:5]2[CH:4]=[N:3][C:2]([NH:1][S:32]([CH3:31])(=[O:34])=[O:33])=[CH:7][N:6]=2)=[N:13]1)[CH3:24], predict the reactants needed to synthesize it. The reactants are: [NH2:1][C:2]1[N:3]=[CH:4][C:5]([O:8][C:9]2[C:10]3[C:14]([CH:15]=[C:16]([C:18]([O:20][CH2:21][CH3:22])=[O:19])[CH:17]=2)=[N:13][N:12]([CH2:23][CH3:24])[CH:11]=3)=[N:6][CH:7]=1.N1C=CC=CC=1.[CH3:31][S:32](Cl)(=[O:34])=[O:33].CO. (5) Given the product [CH3:31][O:32][C:33]1[CH:39]=[CH:9][C:10]([NH:13][C:14]([C:16]2[S:17][CH:18]=[CH:19][C:20]=2[NH:21][C:22]2[CH:27]=[CH:26][N:25]=[C:24]3[NH:28][CH:29]=[CH:30][C:23]=23)=[O:15])=[CH:11][CH:34]=1, predict the reactants needed to synthesize it. The reactants are: C(OC(N1C[CH2:11][CH:10]([NH:13][C:14]([C:16]2[S:17][CH:18]=[CH:19][C:20]=2[NH:21][C:22]2[CH:27]=[CH:26][N:25]=[C:24]3[NH:28][CH:29]=[CH:30][C:23]=23)=[O:15])[CH2:9]1)=O)(C)(C)C.[CH3:31][O:32][C:33]1[CH:39]=CC(N)=C[CH:34]=1. (6) Given the product [Br:8][C:6]1[CH:5]=[CH:4][C:3]2[N:9]=[C:10]([CH:12]3[CH2:15][C:14](=[O:16])[CH2:13]3)[N:1]([CH3:17])[C:2]=2[CH:7]=1, predict the reactants needed to synthesize it. The reactants are: [NH2:1][C:2]1[CH:7]=[C:6]([Br:8])[CH:5]=[CH:4][C:3]=1[NH:9][C:10]([CH:12]1[CH2:15][C:14](=[O:16])[CH2:13]1)=O.[CH3:17]C(O)=O. (7) Given the product [F:26][CH:2]([F:1])[O:3][C:4]1[CH:9]=[C:8]([CH:7]=[CH:6][C:5]=1[N:13]1[CH2:18][CH2:17][CH:16]([N:19]2[CH2:20][CH2:21][N:22]([CH3:25])[CH2:23][CH2:24]2)[CH2:15][CH2:14]1)[NH2:10], predict the reactants needed to synthesize it. The reactants are: [F:1][CH:2]([F:26])[O:3][C:4]1[CH:9]=[C:8]([N+:10]([O-])=O)[CH:7]=[CH:6][C:5]=1[N:13]1[CH2:18][CH2:17][CH:16]([N:19]2[CH2:24][CH2:23][N:22]([CH3:25])[CH2:21][CH2:20]2)[CH2:15][CH2:14]1.